Dataset: Reaction yield outcomes from USPTO patents with 853,638 reactions. Task: Predict the reaction yield, written as a fraction of the theoretical maximum amount of product (1.0 means a 100% yield; for example, 0.34 means a 34% yield). The reactants are C[Si](C)(C)[O-].[K+].[C:7]([C:9]1[CH:14]=[CH:13][C:12]([N:15]2[C:19]([C:20]([F:23])([F:22])[F:21])=[C:18]([C:24]([O:26]CC)=[O:25])[CH:17]=[N:16]2)=[CH:11][CH:10]=1)#[N:8]. The catalyst is C1COCC1. The product is [C:7]([C:9]1[CH:14]=[CH:13][C:12]([N:15]2[C:19]([C:20]([F:21])([F:22])[F:23])=[C:18]([C:24]([OH:26])=[O:25])[CH:17]=[N:16]2)=[CH:11][CH:10]=1)#[N:8]. The yield is 0.733.